This data is from Reaction yield outcomes from USPTO patents with 853,638 reactions. The task is: Predict the reaction yield, written as a fraction of the theoretical maximum amount of product (1.0 means a 100% yield; for example, 0.34 means a 34% yield). The reactants are [Si:1]([O:18][CH2:19][CH2:20][CH:21]1[CH2:24][C:23](=[O:25])[CH2:22]1)([C:14]([CH3:17])([CH3:16])[CH3:15])([C:8]1[CH:13]=[CH:12][CH:11]=[CH:10][CH:9]=1)[C:2]1[CH:7]=[CH:6][CH:5]=[CH:4][CH:3]=1.[BH4-].[Na+]. The catalyst is O1CCCC1. The product is [Si:1]([O:18][CH2:19][CH2:20][CH:21]1[CH2:24][CH:23]([OH:25])[CH2:22]1)([C:14]([CH3:17])([CH3:15])[CH3:16])([C:8]1[CH:13]=[CH:12][CH:11]=[CH:10][CH:9]=1)[C:2]1[CH:3]=[CH:4][CH:5]=[CH:6][CH:7]=1. The yield is 0.696.